From a dataset of Reaction yield outcomes from USPTO patents with 853,638 reactions. Predict the reaction yield, written as a fraction of the theoretical maximum amount of product (1.0 means a 100% yield; for example, 0.34 means a 34% yield). (1) The reactants are [C:1]([O:5][C:6](=[O:28])[N:7]([CH3:27])[CH2:8][CH:9]1[CH2:18][C:17](=[O:19])[C:16]2[C:11](=[CH:12][C:13]([S:20][C:21]3[CH:26]=[CH:25][CH:24]=[CH:23][CH:22]=3)=[CH:14][CH:15]=2)[O:10]1)([CH3:4])([CH3:3])[CH3:2].C(#N)C.CO.[OH2:34].OOS([O-])=O.[K+].[OH2:41]. No catalyst specified. The product is [C:1]([O:5][C:6](=[O:28])[N:7]([CH2:8][CH:9]1[CH2:18][C:17](=[O:19])[C:16]2[C:11](=[CH:12][C:13]([S:20]([C:21]3[CH:22]=[CH:23][CH:24]=[CH:25][CH:26]=3)(=[O:41])=[O:34])=[CH:14][CH:15]=2)[O:10]1)[CH3:27])([CH3:4])([CH3:3])[CH3:2]. The yield is 0.860. (2) The reactants are [C:1]([NH2:4])(=[O:3])[CH3:2].[C:5]([OH:9])(=[O:8])[CH:6]=[O:7]. The catalyst is CC(C)=O. The product is [C:1]([NH:4][CH:6]([OH:7])[C:5]([OH:9])=[O:8])(=[O:3])[CH3:2]. The yield is 1.00. (3) The yield is 0.562. The catalyst is ClCCl. The reactants are FC(F)(F)C(O)=O.[F:8][C:9]([F:41])([F:40])[C:10]1[N:14]2[N:15]=[C:16]([N:19]3[CH2:24][CH2:23][N:22]([CH2:25][C:26]4[CH:31]=[CH:30][C:29]([NH:32]C(=O)OC(C)(C)C)=[CH:28][CH:27]=4)[CH2:21][CH2:20]3)[CH:17]=[CH:18][C:13]2=[N:12][N:11]=1. The product is [F:41][C:9]([F:8])([F:40])[C:10]1[N:14]2[N:15]=[C:16]([N:19]3[CH2:20][CH2:21][N:22]([CH2:25][C:26]4[CH:31]=[CH:30][C:29]([NH2:32])=[CH:28][CH:27]=4)[CH2:23][CH2:24]3)[CH:17]=[CH:18][C:13]2=[N:12][N:11]=1. (4) The reactants are Br[C:2]1[CH:11]=[C:10]2[C:5]([N:6]([CH3:19])[CH2:7][CH2:8][N:9]2[C:12]([O:14][C:15]([CH3:18])([CH3:17])[CH3:16])=[O:13])=[CH:4][CH:3]=1.[CH3:20][C:21]1([CH3:37])[C:25]([CH3:27])([CH3:26])[O:24][B:23]([B:23]2[O:24][C:25]([CH3:27])([CH3:26])[C:21]([CH3:37])([CH3:20])[O:22]2)[O:22]1.CC([O-])=O.[K+].C(Cl)Cl. The catalyst is O1CCOCC1. The product is [CH3:19][N:6]1[C:5]2[C:10](=[CH:11][C:2]([B:23]3[O:24][C:25]([CH3:27])([CH3:26])[C:21]([CH3:37])([CH3:20])[O:22]3)=[CH:3][CH:4]=2)[N:9]([C:12]([O:14][C:15]([CH3:18])([CH3:17])[CH3:16])=[O:13])[CH2:8][CH2:7]1. The yield is 0.556. (5) The catalyst is CN(C1C=CN=CC=1)C.C(Cl)Cl. The reactants are [F:1][C:2]1[CH:7]=[CH:6][C:5]([C:8](=[C:16]2[CH2:21][C:20]([CH3:23])([CH3:22])[CH2:19][C:18]([CH3:25])([CH3:24])[CH2:17]2)[C:9]2[CH:14]=[CH:13][C:12]([OH:15])=[CH:11][CH:10]=2)=[CH:4][CH:3]=1.CCN(CC)CC.[F:33][C:34]([F:47])([F:46])[S:35](O[S:35]([C:34]([F:47])([F:46])[F:33])(=[O:37])=[O:36])(=[O:37])=[O:36]. The yield is 0.760. The product is [F:33][C:34]([F:47])([F:46])[S:35]([O:15][C:12]1[CH:13]=[CH:14][C:9]([C:8]([C:5]2[CH:4]=[CH:3][C:2]([F:1])=[CH:7][CH:6]=2)=[C:16]2[CH2:17][C:18]([CH3:25])([CH3:24])[CH2:19][C:20]([CH3:23])([CH3:22])[CH2:21]2)=[CH:10][CH:11]=1)(=[O:37])=[O:36].